This data is from Buchwald-Hartwig C-N cross coupling reaction yields with 55,370 reactions. The task is: Predict the reaction yield, written as a fraction of the theoretical maximum amount of product (1.0 means a 100% yield; for example, 0.34 means a 34% yield). (1) The reactants are COc1ccc(I)cc1.Cc1ccc(N)cc1.O=S(=O)(O[Pd]1c2ccccc2-c2ccccc2N~1)C(F)(F)F.COc1ccc(OC)c(P([C@]23C[C@H]4C[C@H](C[C@H](C4)C2)C3)[C@]23C[C@H]4C[C@H](C[C@H](C4)C2)C3)c1-c1c(C(C)C)cc(C(C)C)cc1C(C)C.CCN=P(N=P(N(C)C)(N(C)C)N(C)C)(N(C)C)N(C)C.CCOC(=O)c1cnoc1C. No catalyst specified. The product is COc1ccc(Nc2ccc(C)cc2)cc1. The yield is 0.144. (2) The reactants are FC(F)(F)c1ccc(I)cc1.Cc1ccc(N)cc1.O=S(=O)(O[Pd]1c2ccccc2-c2ccccc2N~1)C(F)(F)F.CC(C)c1cc(C(C)C)c(-c2ccccc2P(C(C)(C)C)C(C)(C)C)c(C(C)C)c1.CCN=P(N=P(N(C)C)(N(C)C)N(C)C)(N(C)C)N(C)C.CCOC(=O)c1cc(C)on1. No catalyst specified. The product is Cc1ccc(Nc2ccc(C(F)(F)F)cc2)cc1. The yield is 0.447. (3) The reactants are FC(F)(F)c1ccc(Br)cc1.Cc1ccc(N)cc1.O=S(=O)(O[Pd]1c2ccccc2-c2ccccc2N~1)C(F)(F)F.COc1ccc(OC)c(P([C@]23C[C@H]4C[C@H](C[C@H](C4)C2)C3)[C@]23C[C@H]4C[C@H](C[C@H](C4)C2)C3)c1-c1c(C(C)C)cc(C(C)C)cc1C(C)C.CN1CCCN2CCCN=C12.c1ccc(-c2ccon2)cc1. No catalyst specified. The product is Cc1ccc(Nc2ccc(C(F)(F)F)cc2)cc1. The yield is 0.539. (4) The reactants are Brc1cccnc1.Cc1ccc(N)cc1.O=S(=O)(O[Pd]1c2ccccc2-c2ccccc2N~1)C(F)(F)F.COc1ccc(OC)c(P([C@]23C[C@H]4C[C@H](C[C@H](C4)C2)C3)[C@]23C[C@H]4C[C@H](C[C@H](C4)C2)C3)c1-c1c(C(C)C)cc(C(C)C)cc1C(C)C.CN(C)C(=NC(C)(C)C)N(C)C.CCOC(=O)c1cnoc1. No catalyst specified. The product is Cc1ccc(Nc2cccnc2)cc1. The yield is 0. (5) The reactants are CCc1ccc(I)cc1.Cc1ccc(N)cc1.O=S(=O)(O[Pd]1c2ccccc2-c2ccccc2N~1)C(F)(F)F.COc1ccc(OC)c(P([C@]23C[C@H]4C[C@H](C[C@H](C4)C2)C3)[C@]23C[C@H]4C[C@H](C[C@H](C4)C2)C3)c1-c1c(C(C)C)cc(C(C)C)cc1C(C)C.CN1CCCN2CCCN=C12.CCOC(=O)c1cnoc1. No catalyst specified. The product is CCc1ccc(Nc2ccc(C)cc2)cc1. The yield is 0.335.